From a dataset of Reaction yield outcomes from USPTO patents with 853,638 reactions. Predict the reaction yield, written as a fraction of the theoretical maximum amount of product (1.0 means a 100% yield; for example, 0.34 means a 34% yield). (1) The reactants are [CH3:1][O:2][C:3]1[CH:8]=[CH:7][C:6]([CH:9]2[CH2:13][C:12]3=[C:14]([C:19]([O:21][CH3:22])=[O:20])[C:15]([OH:18])=[CH:16][CH:17]=[C:11]3[O:10]2)=[CH:5][CH:4]=1.ClCCl.C(N(CC)CC)C.[CH:33]1([C:37](Cl)=[O:38])[CH2:36][CH2:35][CH2:34]1. The catalyst is O. The product is [CH:33]1([C:37]([O:18][C:15]2[C:14]([C:19]([O:21][CH3:22])=[O:20])=[C:12]3[CH2:13][CH:9]([C:6]4[CH:5]=[CH:4][C:3]([O:2][CH3:1])=[CH:8][CH:7]=4)[O:10][C:11]3=[CH:17][CH:16]=2)=[O:38])[CH2:36][CH2:35][CH2:34]1. The yield is 0.990. (2) The reactants are Br[C:2]1[CH:3]=[C:4]2[C:8](=[CH:9][C:10]=1[Cl:11])[NH:7][N:6]=[C:5]2[C:12]([OH:14])=[O:13].CC1(C)C(C)(C)OB([C:23]2[CH:28]=[CH:27][C:26]([C:29]([OH:32])([CH3:31])[CH3:30])=[CH:25][CH:24]=2)O1.C(=O)([O-])[O-].[K+].[K+]. The catalyst is C1(C)C=CC=CC=1.CCO.C1C=CC(P(C2C=CC=CC=2)[C-]2C=CC=C2)=CC=1.C1C=CC(P(C2C=CC=CC=2)[C-]2C=CC=C2)=CC=1.Cl[Pd]Cl.[Fe+2]. The product is [Cl:11][C:10]1[CH:9]=[C:8]2[C:4]([C:5]([C:12]([OH:14])=[O:13])=[N:6][NH:7]2)=[CH:3][C:2]=1[C:23]1[CH:28]=[CH:27][C:26]([C:29]([OH:32])([CH3:31])[CH3:30])=[CH:25][CH:24]=1. The yield is 0.350. (3) The reactants are [CH3:1][C:2]1([CH3:26])[C:11]2[CH:10]=[C:9]([C:12]#[C:13][C:14]3[CH:19]=[CH:18][C:17]([CH2:20][C:21]([O:23][CH3:24])=[O:22])=[CH:16][CH:15]=3)[CH:8]=[CH:7][C:6]=2[C:5](=[O:25])[CH2:4][CH2:3]1.[BH4-].[Na+]. The catalyst is CO. The product is [OH:25][CH:5]1[CH2:4][CH2:3][C:2]([CH3:1])([CH3:26])[C:11]2[CH:10]=[C:9]([C:12]#[C:13][C:14]3[CH:15]=[CH:16][C:17]([CH2:20][C:21]([O:23][CH3:24])=[O:22])=[CH:18][CH:19]=3)[CH:8]=[CH:7][C:6]1=2. The yield is 0.870. (4) The reactants are O[CH2:2][CH2:3][CH2:4][CH2:5][O:6][C:7]1[CH:16]=[C:15]2[C:10]([C:11](=O)[NH:12][CH:13]=[N:14]2)=[CH:9][CH:8]=1.[NH2:18][C:19]1[NH:23][N:22]=[C:21]([CH2:24][C:25]([OH:27])=[O:26])[CH:20]=1.[ClH:28].O1CCOCC1.[OH-].[Na+]. The catalyst is S(Cl)(Cl)=O.CN(C)C=O. The product is [Cl:28][CH2:2][CH2:3][CH2:4][CH2:5][O:6][C:7]1[CH:16]=[C:15]2[C:10]([C:11]([NH:18][C:19]3[CH:20]=[C:21]([CH2:24][C:25]([OH:27])=[O:26])[NH:22][N:23]=3)=[N:12][CH:13]=[N:14]2)=[CH:9][CH:8]=1. The yield is 0.910. (5) The reactants are [BH4-].[Na+].[CH3:3][C:4]([Si:7]([CH3:31])([CH3:30])[O:8][CH2:9][CH2:10][CH:11]([C:19](=[O:29])[CH2:20][CH2:21][C:22]1[CH:27]=[CH:26][C:25]([I:28])=[CH:24][CH:23]=1)[C:12]([O:14][C:15]([CH3:18])([CH3:17])[CH3:16])=[O:13])([CH3:6])[CH3:5]. The catalyst is CO. The product is [CH3:6][C:4]([Si:7]([CH3:30])([CH3:31])[O:8][CH2:9][CH2:10][CH:11]([CH:19]([OH:29])[CH2:20][CH2:21][C:22]1[CH:27]=[CH:26][C:25]([I:28])=[CH:24][CH:23]=1)[C:12]([O:14][C:15]([CH3:16])([CH3:17])[CH3:18])=[O:13])([CH3:3])[CH3:5]. The yield is 0.680. (6) The reactants are [CH3:1][O:2][C:3](=[O:16])[C:4]1[CH:9]=[C:8](I)[C:7]([C:11]([F:14])([F:13])[F:12])=[CH:6][C:5]=1[NH2:15].CCN(CC)CC.[CH3:24][O:25][CH2:26][C:27]#[CH:28]. The catalyst is O1CCOCC1.Cl[Pd](Cl)([P](C1C=CC=CC=1)(C1C=CC=CC=1)C1C=CC=CC=1)[P](C1C=CC=CC=1)(C1C=CC=CC=1)C1C=CC=CC=1.[Cu]I. The product is [CH3:1][O:2][C:3](=[O:16])[C:4]1[CH:9]=[C:8]([C:28]#[C:27][CH2:26][O:25][CH3:24])[C:7]([C:11]([F:14])([F:13])[F:12])=[CH:6][C:5]=1[NH2:15]. The yield is 0.780. (7) The reactants are [CH3:1][C:2]1[C:6]([CH2:7][N:8]2[CH:12]=[C:11]([N:13]3[C:17](=[O:18])[C:16]([CH3:20])([CH3:19])[NH:15][C:14]3=[O:21])[CH:10]=[N:9]2)=[C:5]([CH3:22])[O:4][N:3]=1.Cl[CH2:24][C:25]1[CH:32]=[CH:31][C:28]([C:29]#[N:30])=[CH:27][CH:26]=1.C(=O)([O-])[O-].[Cs+].[Cs+]. The catalyst is CN(C)C=O. The product is [CH3:1][C:2]1[C:6]([CH2:7][N:8]2[CH:12]=[C:11]([N:13]3[C:17](=[O:18])[C:16]([CH3:19])([CH3:20])[N:15]([CH2:24][C:25]4[CH:32]=[CH:31][C:28]([C:29]#[N:30])=[CH:27][CH:26]=4)[C:14]3=[O:21])[CH:10]=[N:9]2)=[C:5]([CH3:22])[O:4][N:3]=1. The yield is 0.300. (8) The reactants are [CH3:1][O:2][C:3]1[C:4]([CH3:17])=[C:5]([C:8]([O:15][CH3:16])=[C:9]([O:13][CH3:14])[C:10]=1[O:11][CH3:12])[CH:6]=[O:7].[CH2:18]([O:25][C:26]1[CH:31]=[CH:30][C:29](Br)=[CH:28][CH:27]=1)[C:19]1[CH:24]=[CH:23][CH:22]=[CH:21][CH:20]=1.[Mg].[Cl-].[NH4+]. The catalyst is O1CCCC1. The product is [CH3:1][O:2][C:3]1[C:4]([CH3:17])=[C:5]([CH:6]([C:29]2[CH:30]=[CH:31][C:26]([O:25][CH2:18][C:19]3[CH:24]=[CH:23][CH:22]=[CH:21][CH:20]=3)=[CH:27][CH:28]=2)[OH:7])[C:8]([O:15][CH3:16])=[C:9]([O:13][CH3:14])[C:10]=1[O:11][CH3:12]. The yield is 0.920.